Dataset: Forward reaction prediction with 1.9M reactions from USPTO patents (1976-2016). Task: Predict the product of the given reaction. (1) Given the reactants [CH3:1][O:2][C:3]1[CH:4]=[C:5]([CH2:11][CH:12]([NH:17][CH:18]=O)[C:13]([F:16])([F:15])[F:14])[CH:6]=[CH:7][C:8]=1[O:9][CH3:10].O=P(Cl)(Cl)Cl, predict the reaction product. The product is: [CH3:1][O:2][C:3]1[CH:4]=[C:5]2[C:6](=[CH:7][C:8]=1[O:9][CH3:10])[CH:18]=[N:17][CH:12]([C:13]([F:14])([F:15])[F:16])[CH2:11]2. (2) Given the reactants [F:1][C:2]1[CH:3]=[C:4]2[C:8](=[CH:9][CH:10]=1)[NH:7][N:6]=[CH:5]2.Br[CH2:12][C:13]([O:15][CH2:16][CH3:17])=[O:14], predict the reaction product. The product is: [F:1][C:2]1[CH:10]=[CH:9][C:8]2[C:4](=[CH:5][N:6]([CH2:12][C:13]([O:15][CH2:16][CH3:17])=[O:14])[N:7]=2)[CH:3]=1. (3) Given the reactants N1CCCC1.[F:6][C:7]([F:12])([F:11])[C:8]([OH:10])=[O:9].[CH2:13]([NH:17][C:18]([NH:20][C@H:21]1[CH2:29][C@H:28]2[C@:24]([C:32]3[CH:37]=[CH:36][C:35]([O:38][CH3:39])=[C:34]([O:40][CH3:41])[CH:33]=3)([CH2:25][CH2:26][N:27]2[CH2:30][CH3:31])[CH2:23][CH2:22]1)=[S:19])[CH2:14][CH2:15][CH3:16].[O:42]1[CH:46]=C[C:44](C=O)=[CH:43]1, predict the reaction product. The product is: [F:6][C:7]([F:12])([F:11])[C:8]([OH:10])=[O:9].[CH2:13]([NH:17][C:18]([NH:20][C@H:21]1[CH2:29][C@H:28]2[C@:24]([C:32]3[CH:37]=[CH:36][C:35]([O:38][CH3:39])=[C:34]([O:40][CH3:41])[CH:33]=3)([CH2:25][CH2:26][N:27]2[CH2:30][C:31]2[CH:44]=[CH:43][O:42][CH:46]=2)[CH2:23][CH2:22]1)=[S:19])[CH2:14][CH2:15][CH3:16]. (4) Given the reactants C[N:2](CC1N(CC(NCCCNC(=O)OC(C)(C)C)=O)C2C=CC=CC=2N=1)[CH:3]1[C:12]2[N:11]=[CH:10][CH:9]=[CH:8][C:7]=2CCC1.[CH3:38][N:39]([CH2:50][C:51]1[N:55]([CH2:56][C:57](O)=[O:58])[C:54]2[CH:60]=[CH:61][CH:62]=[CH:63][C:53]=2[N:52]=1)[CH:40]1[C:49]2[N:48]=[CH:47][CH:46]=[CH:45][C:44]=2[CH2:43][CH2:42][CH2:41]1.NCC1C=CC=CN=1, predict the reaction product. The product is: [CH3:38][N:39]([CH2:50][C:51]1[N:55]([CH2:56][C:57]([NH:2][CH2:3][C:12]2[CH:7]=[CH:8][CH:9]=[CH:10][N:11]=2)=[O:58])[C:54]2[CH:60]=[CH:61][CH:62]=[CH:63][C:53]=2[N:52]=1)[CH:40]1[C:49]2[N:48]=[CH:47][CH:46]=[CH:45][C:44]=2[CH2:43][CH2:42][CH2:41]1. (5) Given the reactants Br[C:2]1[CH:7]=[CH:6][C:5]([Br:8])=[CH:4][C:3]=1[C:9]([F:12])([F:11])[F:10].[Li]CCCC.CCCCCC.[CH:24](=[O:31])[C:25]1[CH:30]=[CH:29][CH:28]=[CH:27][CH:26]=1.Cl, predict the reaction product. The product is: [Br:8][C:5]1[CH:6]=[CH:7][C:2]([CH:24]([C:25]2[CH:30]=[CH:29][CH:28]=[CH:27][CH:26]=2)[OH:31])=[C:3]([C:9]([F:12])([F:11])[F:10])[CH:4]=1. (6) Given the reactants F[C:2]1[C:3]([CH:8]=[O:9])=[N:4][CH:5]=[CH:6][CH:7]=1.[Na+].[C:11]1([S:17]([O-:19])=[O:18])[CH:16]=[CH:15][CH:14]=[CH:13][CH:12]=1, predict the reaction product. The product is: [C:11]1([S:17]([C:2]2[C:3]([CH:8]=[O:9])=[N:4][CH:5]=[CH:6][CH:7]=2)(=[O:19])=[O:18])[CH:16]=[CH:15][CH:14]=[CH:13][CH:12]=1. (7) Given the reactants F[C:2](F)(F)[C:3]([OH:5])=O.[CH3:8][C:9]1[C:10]([CH:15]=[CH2:16])=[N:11]C=C[CH:14]=1, predict the reaction product. The product is: [CH3:14][C:9]1[CH:8]=[C:3]([OH:5])[CH:2]=[N:11][C:10]=1[CH:15]=[CH2:16]. (8) The product is: [OH:8][CH2:9][C:10]([O:12][CH2:13][NH:14][C:15]([C:17]1[CH:22]=[C:21]([CH3:23])[C:20]([CH:24]([C:35]2[CH:40]=[C:39]([F:41])[CH:38]=[CH:37][C:36]=2[F:42])[S:25]([C:28]2[CH:29]=[CH:30][C:31]([F:34])=[CH:32][CH:33]=2)(=[O:26])=[O:27])=[CH:19][N:18]=1)=[O:16])=[O:11]. Given the reactants COC1C=CC(C[O:8][CH2:9][C:10]([O:12][CH2:13][NH:14][C:15]([C:17]2[CH:22]=[C:21]([CH3:23])[C:20]([CH:24]([C:35]3[CH:40]=[C:39]([F:41])[CH:38]=[CH:37][C:36]=3[F:42])[S:25]([C:28]3[CH:33]=[CH:32][C:31]([F:34])=[CH:30][CH:29]=3)(=[O:27])=[O:26])=[CH:19][N:18]=2)=[O:16])=[O:11])=CC=1.ClC1C(=O)C(C#N)=C(C#N)C(=O)C=1Cl.O, predict the reaction product. (9) The product is: [CH2:19]([O:17][CH:13]([C:8]1[N:4]2[CH:5]=[CH:6][N:7]=[C:2]([Cl:1])[C:3]2=[N:10][C:9]=1[CH2:11][CH3:12])[CH2:14][CH2:15][CH3:16])[CH3:20]. Given the reactants [Cl:1][C:2]1[C:3]2[N:4]([C:8]([CH:13]([OH:17])[CH2:14][CH2:15][CH3:16])=[C:9]([CH2:11][CH3:12])[N:10]=2)[CH:5]=[CH:6][N:7]=1.I[CH2:19][CH3:20].[H-].[Na+].O, predict the reaction product. (10) The product is: [F:1][C:2]1[C:7]([S:8]([C:11]([F:14])([F:13])[F:12])(=[O:9])=[O:10])=[CH:6][CH:5]=[CH:4][C:3]=1[CH:15]1[CH2:20][CH2:19][N:18]([CH3:21])[CH2:17][CH2:16]1. Given the reactants [F:1][C:2]1[C:7]([S:8]([C:11]([F:14])([F:13])[F:12])(=[O:10])=[O:9])=[CH:6][CH:5]=[CH:4][C:3]=1[CH:15]1[CH2:20][CH2:19][NH:18][CH2:17][CH2:16]1.[C:21](=O)([O-])[O-].[K+].[K+].IC, predict the reaction product.